Predict the product of the given reaction. From a dataset of Forward reaction prediction with 1.9M reactions from USPTO patents (1976-2016). (1) Given the reactants Br[C:2]1[CH:7]=[CH:6][C:5]([C@@H:8]([N:10]2[CH2:15][CH2:14][C@:13]([CH2:23][CH2:24][C:25]([NH2:27])=[O:26])([C:16]3[CH:21]=[CH:20][C:19]([F:22])=[CH:18][CH:17]=3)[O:12][C:11]2=[O:28])[CH3:9])=[CH:4][CH:3]=1.[N:29]1[CH:34]=[CH:33][C:32](B(O)O)=[CH:31][CH:30]=1, predict the reaction product. The product is: [F:22][C:19]1[CH:20]=[CH:21][C:16]([C@:13]2([CH2:23][CH2:24][C:25]([NH2:27])=[O:26])[O:12][C:11](=[O:28])[N:10]([C@H:8]([C:5]3[CH:6]=[CH:7][C:2]([C:32]4[CH:33]=[CH:34][N:29]=[CH:30][CH:31]=4)=[CH:3][CH:4]=3)[CH3:9])[CH2:15][CH2:14]2)=[CH:17][CH:18]=1. (2) Given the reactants [Cl:1][C:2]1[CH:7]=[CH:6][C:5]([O:8][CH:9]([CH:11]2[CH2:15][CH2:14][CH2:13][NH:12]2)[CH3:10])=[CH:4][N:3]=1.[C:16]([O:24][O:24][C:16](=[O:23])[C:17]1[CH:22]=[CH:21][CH:20]=[CH:19][CH:18]=1)(=[O:23])[C:17]1[CH:22]=[CH:21][CH:20]=[CH:19][CH:18]=1, predict the reaction product. The product is: [Cl:1][C:2]1[N:3]=[CH:4][C:5]([O:8][CH:9]([CH:11]2[CH2:15][CH2:14][CH2:13][N:12]2[O:24][C:16](=[O:23])[C:17]2[CH:22]=[CH:21][CH:20]=[CH:19][CH:18]=2)[CH3:10])=[CH:6][CH:7]=1.